Dataset: Forward reaction prediction with 1.9M reactions from USPTO patents (1976-2016). Task: Predict the product of the given reaction. (1) The product is: [NH2:22][C@H:19]1[CH2:20][CH2:21][N:17]([C@@H:8]([CH2:1][C:2]2[CH:7]=[CH:6][CH:5]=[CH:4][CH:3]=2)[C:9]([N:11]2[CH2:12][CH2:13][O:14][CH2:15][CH2:16]2)=[O:10])[C:18]1=[O:33]. Given the reactants [CH2:1]([C@H:8]([N:17]1[CH2:21][CH2:20][C@H:19]([NH:22]C(=O)OCC2C=CC=CC=2)[C:18]1=[O:33])[C:9]([N:11]1[CH2:16][CH2:15][O:14][CH2:13][CH2:12]1)=[O:10])[C:2]1[CH:7]=[CH:6][CH:5]=[CH:4][CH:3]=1, predict the reaction product. (2) Given the reactants [CH3:1][O:2][C:3]1[CH:8]=[C:7]([N+:9]([O-])=O)[CH:6]=[CH:5][C:4]=1[P:12](=[O:19])([O:16][CH2:17][CH3:18])[O:13][CH2:14][CH3:15], predict the reaction product. The product is: [NH2:9][C:7]1[CH:6]=[CH:5][C:4]([P:12](=[O:19])([O:16][CH2:17][CH3:18])[O:13][CH2:14][CH3:15])=[C:3]([O:2][CH3:1])[CH:8]=1. (3) The product is: [CH:23]([Si:22]([CH:29]([CH3:31])[CH3:30])([CH:26]([CH3:28])[CH3:27])[O:12][C:10]1[CH:9]=[CH:8][CH:7]=[C:6]2[C:11]=1[CH2:2][NH:3][CH2:4][CH2:5]2)([CH3:25])[CH3:24]. Given the reactants Br.[CH2:2]1[C:11]2[C:6](=[CH:7][CH:8]=[CH:9][C:10]=2[OH:12])[CH2:5][CH2:4][NH:3]1.CCN(C(C)C)C(C)C.[Si:22](OS(C(F)(F)F)(=O)=O)([CH:29]([CH3:31])[CH3:30])([CH:26]([CH3:28])[CH3:27])[CH:23]([CH3:25])[CH3:24], predict the reaction product.